This data is from Reaction yield outcomes from USPTO patents with 853,638 reactions. The task is: Predict the reaction yield, written as a fraction of the theoretical maximum amount of product (1.0 means a 100% yield; for example, 0.34 means a 34% yield). (1) The reactants are [Cl:1][C:2]1[N:3]=[C:4](Cl)[C:5]2[S:10][CH:9]=[CH:8][C:6]=2[N:7]=1.C(O)(C(F)(F)F)=O.[CH3:19][C:20]1[CH:26]=[C:25]([CH3:27])[CH:24]=[C:23]([CH3:28])[C:21]=1[NH2:22]. The catalyst is C(Cl)Cl. The product is [Cl:1][C:2]1[N:3]=[C:4]([NH:22][C:21]2[C:23]([CH3:28])=[CH:24][C:25]([CH3:27])=[CH:26][C:20]=2[CH3:19])[C:5]2[S:10][CH:9]=[CH:8][C:6]=2[N:7]=1. The yield is 0.230. (2) The reactants are [C:1](Cl)(=[O:10])[C:2]1[CH:7]=[CH:6][C:5]([O:8][CH3:9])=[CH:4][CH:3]=1.[CH3:12][O:13][C:14]1[CH:19]=[CH:18][C:17]([O:20][CH3:21])=[C:16]([NH2:22])[C:15]=1[NH2:23]. No catalyst specified. The product is [CH3:21][O:20][C:17]1[CH:18]=[CH:19][C:14]([O:13][CH3:12])=[C:15]([NH:23][C:1](=[O:10])[C:2]2[CH:7]=[CH:6][C:5]([O:8][CH3:9])=[CH:4][CH:3]=2)[C:16]=1[NH:22][C:1](=[O:10])[C:2]1[CH:7]=[CH:6][C:5]([O:8][CH3:9])=[CH:4][CH:3]=1. The yield is 0.650. (3) The reactants are [CH3:1][N:2]1[CH2:10][C:9]2[C:8]([N:11]3[CH2:16][CH2:15][O:14][CH2:13][C@@H:12]3[CH3:17])=[N:7][C:6]([C:18]3[CH:24]=[CH:23][C:21]([NH2:22])=[CH:20][CH:19]=3)=[N:5][C:4]=2[CH2:3]1.C([O-])(O)=O.[Na+].Cl[C:31]([O:33][C:34]1[CH:39]=[CH:38][CH:37]=[CH:36][CH:35]=1)=[O:32]. The catalyst is C1COCC1. The product is [CH3:1][N:2]1[CH2:10][C:9]2[C:8]([N:11]3[CH2:16][CH2:15][O:14][CH2:13][C@@H:12]3[CH3:17])=[N:7][C:6]([C:18]3[CH:24]=[CH:23][C:21]([NH:22][C:31](=[O:32])[O:33][C:34]4[CH:39]=[CH:38][CH:37]=[CH:36][CH:35]=4)=[CH:20][CH:19]=3)=[N:5][C:4]=2[CH2:3]1. The yield is 1.00. (4) The product is [Br:1][C:2]1[CH:3]=[N:4][CH:5]=[C:6]2[C:11]=1[N:10]=[C:9]([C:12]([N:19]1[CH2:20][CH2:21][C:17]([F:22])([F:16])[CH2:18]1)=[O:14])[CH:8]=[CH:7]2. The reactants are [Br:1][C:2]1[CH:3]=[N:4][CH:5]=[C:6]2[C:11]=1[N:10]=[C:9]([C:12]([OH:14])=O)[CH:8]=[CH:7]2.Cl.[F:16][C:17]1([F:22])[CH2:21][CH2:20][NH:19][CH2:18]1.C(N(CC)CC)C.CN(C(ON1N=NC2C=CC=NC1=2)=[N+](C)C)C.F[P-](F)(F)(F)(F)F. The yield is 0.970. The catalyst is CN(C=O)C.O.CCOC(C)=O.